Dataset: Catalyst prediction with 721,799 reactions and 888 catalyst types from USPTO. Task: Predict which catalyst facilitates the given reaction. Reactant: [C:1]([C:3]1[CH:19]=[CH:18][C:6]([O:7][C:8]2[CH:9]=[C:10]([CH:15]=[CH:16][CH:17]=2)[C:11]([O:13]C)=[O:12])=[CH:5][CH:4]=1)#[N:2].CO.[OH-].[Na+]. Product: [C:1]([C:3]1[CH:19]=[CH:18][C:6]([O:7][C:8]2[CH:9]=[C:10]([CH:15]=[CH:16][CH:17]=2)[C:11]([OH:13])=[O:12])=[CH:5][CH:4]=1)#[N:2]. The catalyst class is: 1.